Dataset: CYP2D6 inhibition data for predicting drug metabolism from PubChem BioAssay. Task: Regression/Classification. Given a drug SMILES string, predict its absorption, distribution, metabolism, or excretion properties. Task type varies by dataset: regression for continuous measurements (e.g., permeability, clearance, half-life) or binary classification for categorical outcomes (e.g., BBB penetration, CYP inhibition). Dataset: cyp2d6_veith. (1) The drug is CCOC(=O)C1=C(C)NC(=S)NC1c1cccc(O)c1. The result is 0 (non-inhibitor). (2) The compound is Cc1ccc(-n2c3c(c(=O)[nH]c2=O)C(C(F)(F)F)(C(F)(F)F)NC(=O)N3)cc1. The result is 0 (non-inhibitor). (3) The compound is O=C(Nc1ccc(F)cc1)c1cnc(-c2ccccc2)nc1-c1ccccc1. The result is 0 (non-inhibitor). (4) The result is 0 (non-inhibitor). The compound is CCOc1cc(/C=C2/SC(=O)N(CC(=O)N3CCc4ccccc4C3)C2=O)ccc1OCC(=O)O. (5) The molecule is CCOC(=O)CNC(=O)c1cccnc1.Cl. The result is 0 (non-inhibitor). (6) The compound is CCCOc1ccc(OCCNC2CCCC2)cc1. The result is 1 (inhibitor). (7) The drug is CCN(CC)CCOC(=O)[C@@H](c1ccccc1)C1CCCCC1. The result is 1 (inhibitor). (8) The compound is CCCn1c(=O)c2[nH]c(-c3ccc(OCC(=O)Nc4ccc(C#N)cc4)cc3)nc2n(CCC)c1=O. The result is 0 (non-inhibitor). (9) The drug is O=C(COc1ccc2ccccc2c1Br)NNC(=O)Nc1ccccc1. The result is 0 (non-inhibitor).